Dataset: Catalyst prediction with 721,799 reactions and 888 catalyst types from USPTO. Task: Predict which catalyst facilitates the given reaction. (1) Reactant: C1(CCNCC2C=CC([O:12][C:13]3[CH:25]=[CH:24][C:16]4[C:17](=[O:23])[O:18][C:19]([CH3:22])([CH3:21])[O:20][C:15]=4[CH:14]=3)=C(F)C=2)CC1.CC(OC(OC(OC(C)(C)C)=O)=O)(C)C.C(=O)([O-])[O-].[K+].[K+].O. Product: [OH:12][C:13]1[CH:25]=[CH:24][C:16]2[C:17](=[O:23])[O:18][C:19]([CH3:21])([CH3:22])[O:20][C:15]=2[CH:14]=1. The catalyst class is: 13. (2) Reactant: C(OC([NH:8][C@@H:9]1[CH2:13][CH2:12][N:11]([C:14]2[N:23]=[C:22]3[C:17]([C:18](=[O:38])[C:19]([C:35]([OH:37])=[O:36])=[CH:20][N:21]3CC3C=CC(OC)=CC=3OC)=[C:16]([CH3:39])[C:15]=2[F:40])[CH2:10]1)=O)(C)(C)C. Product: [NH2:8][C@@H:9]1[CH2:13][CH2:12][N:11]([C:14]2[N:23]=[C:22]3[C:17]([C:18](=[O:38])[C:19]([C:35]([OH:37])=[O:36])=[CH:20][NH:21]3)=[C:16]([CH3:39])[C:15]=2[F:40])[CH2:10]1. The catalyst class is: 55. (3) Reactant: [CH2:1]([O:3][C:4](=[O:18])[CH2:5][C@@H:6]([NH:10][C:11]1[CH:16]=[CH:15][CH:14]=[CH:13][C:12]=1[NH2:17])[CH2:7][CH2:8][CH3:9])[CH3:2].[C:19](C1NC=CN=1)(C1NC=CN=1)=[O:20]. Product: [CH2:1]([O:3][C:4](=[O:18])[CH2:5][C@@H:6]([N:10]1[C:11]2[CH:16]=[CH:15][CH:14]=[CH:13][C:12]=2[NH:17][C:19]1=[O:20])[CH2:7][CH2:8][CH3:9])[CH3:2]. The catalyst class is: 1. (4) Reactant: [CH3:1][C:2]1[N:7]([C:8]2[CH:13]=[CH:12][CH:11]=[C:10]([C:14]([F:17])([F:16])[F:15])[CH:9]=2)[C:6](=[O:18])[C:5]([C:19](O)=[O:20])=[CH:4][CH:3]=1.[I:22]N1C(=O)CCC1=O.O=S(Cl)Cl.CCN(C(C)C)C(C)C.[CH2:43]([NH2:46])[C:44]#[CH:45]. Product: [CH2:43]([NH:46][C:19]([C:5]1[C:6](=[O:18])[N:7]([C:8]2[CH:13]=[CH:12][CH:11]=[C:10]([C:14]([F:15])([F:16])[F:17])[CH:9]=2)[C:2]([CH3:1])=[C:3]([I:22])[CH:4]=1)=[O:20])[C:44]#[CH:45]. The catalyst class is: 157. (5) Reactant: [N+:1]([C:4]1[CH:18]=[CH:17][CH:16]=[CH:15][C:5]=1[O:6][C:7]1[CH:8]=[C:9]([CH:12]=[CH:13][CH:14]=1)[C:10]#[N:11])([O-])=O.O.O.Cl[Sn]Cl. Product: [NH2:1][C:4]1[CH:18]=[CH:17][CH:16]=[CH:15][C:5]=1[O:6][C:7]1[CH:8]=[C:9]([CH:12]=[CH:13][CH:14]=1)[C:10]#[N:11]. The catalyst class is: 14. (6) The catalyst class is: 2. Product: [CH:24]1([NH:38][C:1]([C:4]2[CH:5]=[C:6]([NH:10][C:11](=[O:22])[CH2:12][C:13]3[CH:18]=[CH:17][C:16]([OH:19])=[C:15]([O:20][CH3:21])[CH:14]=3)[CH:7]=[CH:8][CH:9]=2)=[O:3])[CH2:29][CH2:28][CH2:27][CH2:26][CH2:25]1. Reactant: [C:1]([C:4]1[CH:5]=[C:6]([NH:10][C:11](=[O:22])[CH2:12][C:13]2[CH:18]=[CH:17][C:16]([OH:19])=[C:15]([O:20][CH3:21])[CH:14]=2)[CH:7]=[CH:8][CH:9]=1)([OH:3])=O.F[C:24]1[C:29](O)=[C:28](F)[C:27](F)=[C:26](F)[C:25]=1F.Cl.C([N:38]=C=NCCCN(C)C)C. (7) The catalyst class is: 9. Product: [C:40]([O:39][C:37]([N:35]1[CH2:36][CH:33]([N:14]2[C:15]3=[N:16][CH:17]=[N:18][C:19]([NH2:21])=[C:20]3[C:12]([CH2:11][C:1]3[C:10]4[C:5](=[CH:6][CH:7]=[CH:8][CH:9]=4)[CH:4]=[CH:3][CH:2]=3)=[N:13]2)[CH2:34]1)=[O:38])([CH3:43])([CH3:41])[CH3:42]. Reactant: [C:1]1([CH2:11][C:12]2[C:20]3[C:15](=[N:16][CH:17]=[N:18][C:19]=3[NH2:21])[NH:14][N:13]=2)[C:10]2[C:5](=[CH:6][CH:7]=[CH:8][CH:9]=2)[CH:4]=[CH:3][CH:2]=1.C(=O)([O-])[O-].[Cs+].[Cs+].CS(O[CH:33]1[CH2:36][N:35]([C:37]([O:39][C:40]([CH3:43])([CH3:42])[CH3:41])=[O:38])[CH2:34]1)(=O)=O.O. (8) Product: [Cl:42][C:30]1[C:29]([NH:28][C:11]([C:4]2[C:5]3[C:10](=[CH:9][CH:8]=[CH:7][CH:6]=3)[N:2]([CH3:1])[C:3]=2[CH3:14])=[O:13])=[CH:34][C:33]([F:35])=[C:32]([CH2:36][C:37]([OH:39])=[O:38])[CH:31]=1. Reactant: [CH3:1][N:2]1[C:10]2[C:5](=[CH:6][CH:7]=[CH:8][CH:9]=2)[C:4]([C:11]([OH:13])=O)=[C:3]1[CH3:14].C(Cl)(=O)C(Cl)=O.C(N(CC)CC)C.[NH2:28][C:29]1[CH:34]=[C:33]([F:35])[C:32]([CH2:36][C:37]([O:39]CC)=[O:38])=[CH:31][C:30]=1[Cl:42].C1C=CC2N(O)N=NC=2C=1.C(O)(=O)CC(CC(O)=O)(C(O)=O)O.[OH-].[Na+].Cl. The catalyst class is: 366. (9) Reactant: [CH3:1][O:2][C:3]([C:5]1[S:6][C:7]([S:23][CH3:24])=[C:8]([S:10]([C:13]2[CH:21]=[C:20]([Br:22])[C:16]3[N:17]=[CH:18][NH:19][C:15]=3[CH:14]=2)(=[O:12])=[O:11])[CH:9]=1)=[O:4].[C:25]1(B(O)O)[CH:30]=[CH:29][CH:28]=[CH:27][CH:26]=1.[N+]1([O-])C=CC=CC=1.C(N(CC)CC)C. Product: [CH3:1][O:2][C:3]([C:5]1[S:6][C:7]([S:23][CH3:24])=[C:8]([S:10]([C:13]2[CH:21]=[C:20]([Br:22])[C:16]3[N:17]=[CH:18][N:19]([C:25]4[CH:30]=[CH:29][CH:28]=[CH:27][CH:26]=4)[C:15]=3[CH:14]=2)(=[O:11])=[O:12])[CH:9]=1)=[O:4]. The catalyst class is: 749.